This data is from Forward reaction prediction with 1.9M reactions from USPTO patents (1976-2016). The task is: Predict the product of the given reaction. (1) Given the reactants [Br:1][C:2]1[CH:7]=[CH:6][C:5]([C@H:8]2[CH2:12][CH2:11][C:10](=O)[CH2:9]2)=[CH:4][CH:3]=1.[C-]#N.[K+].[C:17](=[O:20])([O-])[O-].[NH4+:21].[NH4+:22].C[CH2:24][OH:25], predict the reaction product. The product is: [Br:1][C:2]1[CH:7]=[CH:6][C:5]([C@H:8]2[CH2:12][CH2:11][C:10]3([NH:22][C:24](=[O:25])[NH:21][C:17]3=[O:20])[CH2:9]2)=[CH:4][CH:3]=1. (2) The product is: [CH3:10][N:9]([CH3:11])[CH2:8][CH2:7][C:6]1[S:5][C:4]2[CH:12]=[CH:13][CH:14]=[CH:15][C:3]=2[C:2]=1[CH:34]([C:32]1[N:31]=[CH:30][S:29][CH:33]=1)[OH:35]. Given the reactants Br[C:2]1[C:3]2[CH:15]=[CH:14][CH:13]=[CH:12][C:4]=2[S:5][C:6]=1[CH2:7][CH2:8][N:9]([CH3:11])[CH3:10].CN(CCN(C)C)C.[Li]CCCC.[S:29]1[CH:33]=[C:32]([CH:34]=[O:35])[N:31]=[CH:30]1, predict the reaction product. (3) The product is: [F:1][C:2]1[CH:9]=[CH:8][CH:7]=[CH:6][C:3]=1[CH2:4][NH:11][NH2:12]. Given the reactants [F:1][C:2]1[CH:9]=[CH:8][CH:7]=[CH:6][C:3]=1[CH2:4]Br.O.[NH2:11][NH2:12].C(=O)([O-])[O-].[K+].[K+], predict the reaction product. (4) Given the reactants Br[C:2]1[S:6][C:5]([C:7]2[CH:12]=[CH:11][N:10]=[C:9]([NH:13][CH:14]3[CH2:19][C:18]([CH3:21])([CH3:20])[NH:17][C:16]([CH3:23])([CH3:22])[CH2:15]3)[N:8]=2)=[CH:4][CH:3]=1.C([Sn](CCCC)(CCCC)[C:29]1[CH:30]=[N:31][CH:32]=[CH:33][CH:34]=1)CCC, predict the reaction product. The product is: [N:31]1[CH:32]=[CH:33][CH:34]=[CH:29][C:30]=1[C:2]1[S:6][C:5]([C:7]2[CH:12]=[CH:11][N:10]=[C:9]([NH:13][CH:14]3[CH2:19][C:18]([CH3:21])([CH3:20])[NH:17][C:16]([CH3:23])([CH3:22])[CH2:15]3)[N:8]=2)=[CH:4][CH:3]=1. (5) Given the reactants [CH:1]1([NH:4][C:5]2[CH:6]=[CH:7][C:8]([C:16]([OH:18])=O)=[N:9][C:10]=2[O:11][CH2:12][CH:13]2[CH2:15][CH2:14]2)[CH2:3][CH2:2]1.[NH2:19][C@@H:20]([CH2:24][CH:25]([CH3:27])[CH3:26])[C:21]([NH2:23])=[O:22], predict the reaction product. The product is: [C:21]([C@@H:20]([NH:19][C:16]([C:8]1[CH:7]=[CH:6][C:5]([NH:4][CH:1]2[CH2:2][CH2:3]2)=[C:10]([O:11][CH2:12][CH:13]2[CH2:14][CH2:15]2)[N:9]=1)=[O:18])[CH2:24][CH:25]([CH3:27])[CH3:26])(=[O:22])[NH2:23].